From a dataset of Forward reaction prediction with 1.9M reactions from USPTO patents (1976-2016). Predict the product of the given reaction. (1) Given the reactants C([O:4][C:5]1[CH:6]=[C:7]([CH:37]=[CH:38][CH:39]=1)[CH2:8][O:9][C:10]1[CH:36]=[CH:35][CH:34]=[CH:33][C:11]=1[CH2:12][C:13]1[C:14]([O:21][C@@H:22]2[O:30][C@H:29]([CH2:31][OH:32])[C@@H:27]([OH:28])[C@H:25]([OH:26])[C@H:23]2[OH:24])=[N:15][NH:16][C:17]=1[CH:18]([CH3:20])[CH3:19])(=O)C.C[O-].[Na+], predict the reaction product. The product is: [C@@H:22]1([O:21][C:14]2[C:13]([CH2:12][C:11]3[CH:33]=[CH:34][CH:35]=[CH:36][C:10]=3[O:9][CH2:8][C:7]3[CH:37]=[CH:38][CH:39]=[C:5]([OH:4])[CH:6]=3)=[C:17]([CH:18]([CH3:20])[CH3:19])[NH:16][N:15]=2)[O:30][C@H:29]([CH2:31][OH:32])[C@@H:27]([OH:28])[C@H:25]([OH:26])[C@H:23]1[OH:24]. (2) Given the reactants Cl.Cl.[O:3]1[C:7]2[CH:8]=[CH:9][CH:10]=[C:11]([CH:12]3[CH2:17][CH2:16][N:15]([CH2:18][CH2:19][C@H:20]4[CH2:25][CH2:24][C@H:23]([NH2:26])[CH2:22][CH2:21]4)[CH2:14][CH2:13]3)[C:6]=2[CH2:5][CH2:4]1.[Cl:27][C:28]1[CH:36]=[CH:35][C:31]([C:32](O)=[O:33])=[CH:30][CH:29]=1, predict the reaction product. The product is: [Cl:27][C:28]1[CH:36]=[CH:35][C:31]([C:32]([NH:26][C@H:23]2[CH2:22][CH2:21][C@H:20]([CH2:19][CH2:18][N:15]3[CH2:16][CH2:17][CH:12]([C:11]4[C:6]5[CH2:5][CH2:4][O:3][C:7]=5[CH:8]=[CH:9][CH:10]=4)[CH2:13][CH2:14]3)[CH2:25][CH2:24]2)=[O:33])=[CH:30][CH:29]=1. (3) The product is: [C:22]([O:19][CH2:18][C:17]([O:16][CH:14]([CH:8]1[CH2:13][CH2:12][CH2:11][CH2:10][CH2:9]1)[CH3:15])([CH3:20])[CH3:21])(=[O:25])[CH2:23][CH3:24]. Given the reactants C(N(CC)CC)C.[CH:8]1([CH:14]([O:16][C:17]([CH3:21])([CH3:20])[CH2:18][OH:19])[CH3:15])[CH2:13][CH2:12][CH2:11][CH2:10][CH2:9]1.[C:22](O[C:22](=[O:25])[CH2:23][CH3:24])(=[O:25])[CH2:23][CH3:24], predict the reaction product.